This data is from NCI-60 drug combinations with 297,098 pairs across 59 cell lines. The task is: Regression. Given two drug SMILES strings and cell line genomic features, predict the synergy score measuring deviation from expected non-interaction effect. (1) Drug 1: C1=NC2=C(N=C(N=C2N1C3C(C(C(O3)CO)O)F)Cl)N. Drug 2: C1=NNC2=C1C(=O)NC=N2. Cell line: KM12. Synergy scores: CSS=5.78, Synergy_ZIP=-4.41, Synergy_Bliss=-7.43, Synergy_Loewe=0.340, Synergy_HSA=-4.63. (2) Drug 1: C1=C(C(=O)NC(=O)N1)N(CCCl)CCCl. Synergy scores: CSS=75.8, Synergy_ZIP=0.799, Synergy_Bliss=2.51, Synergy_Loewe=2.82, Synergy_HSA=6.60. Cell line: 786-0. Drug 2: C1=NC2=C(N1)C(=S)N=C(N2)N.